The task is: Predict the product of the given reaction.. This data is from Forward reaction prediction with 1.9M reactions from USPTO patents (1976-2016). (1) Given the reactants [CH2:1]([O:3][C:4]([C:6]1[N:7]=[CH:8][N:9]2[C:15]=1[CH2:14][NH:13][C:12](=O)[C:11]1[CH:17]=[C:18]([O:21][CH3:22])[CH:19]=[CH:20][C:10]2=1)=[O:5])[CH3:2].CN(C)C1C=CC(C)=CC=1.[Cl-:33].[P+]=O, predict the reaction product. The product is: [CH2:1]([O:3][C:4]([C:6]1[N:7]=[CH:8][N:9]2[C:15]=1[CH2:14][N:13]=[C:12]([Cl:33])[C:11]1[CH:17]=[C:18]([O:21][CH3:22])[CH:19]=[CH:20][C:10]2=1)=[O:5])[CH3:2]. (2) Given the reactants I[C:2]1[CH:7]=[C:6]([CH3:8])[CH:5]=[C:4]([C:9]2[CH:14]=[CH:13][C:12]([C:15]([F:18])([F:17])[F:16])=[CH:11][CH:10]=2)[N:3]=1.[Cl:19][C:20]1[N:25]=[C:24](Cl)[CH:23]=[CH:22][N:21]=1, predict the reaction product. The product is: [Cl:19][C:20]1[N:25]=[C:24]([C:2]2[CH:7]=[C:6]([CH3:8])[CH:5]=[C:4]([C:9]3[CH:14]=[CH:13][C:12]([C:15]([F:18])([F:17])[F:16])=[CH:11][CH:10]=3)[N:3]=2)[CH:23]=[CH:22][N:21]=1.